Dataset: Reaction yield outcomes from USPTO patents with 853,638 reactions. Task: Predict the reaction yield, written as a fraction of the theoretical maximum amount of product (1.0 means a 100% yield; for example, 0.34 means a 34% yield). (1) The reactants are C(=O)([O-])[O-].[K+].[K+].[C:7]([O:11][C:12](=[O:24])[NH:13][C:14]([C:16]1[C:21]([OH:22])=[CH:20][C:19]([OH:23])=[CH:18][N:17]=1)=[NH:15])([CH3:10])([CH3:9])[CH3:8].[O:25]=[C:26]1[C:34]2[C:29](=[CH:30][CH:31]=[CH:32][CH:33]=2)[C:28](=[O:35])[N:27]1[O:36][CH2:37][CH2:38]OS(C)(=O)=O.Cl. The catalyst is CN(C)C=O.O. The product is [C:7]([O:11][C:12](=[O:24])[NH:13][C:14]([C:16]1[C:21]([OH:22])=[CH:20][C:19]([O:23][CH2:38][CH2:37][O:36][N:27]2[C:26](=[O:25])[C:34]3[C:29](=[CH:30][CH:31]=[CH:32][CH:33]=3)[C:28]2=[O:35])=[CH:18][N:17]=1)=[NH:15])([CH3:10])([CH3:8])[CH3:9]. The yield is 0.150. (2) The reactants are [CH2:1]([CH:8]1[C:17](=[O:18])[C:16]2[C:11](=[CH:12][C:13]([Cl:19])=[CH:14][CH:15]=2)[O:10][CH:9]1[C@H:20]([N:24]1[CH:28]=[C:27]([CH2:29][N:30]2C(=O)C3=CC=CC=C3C2=O)[N:26]=[C:25]1[C:41]1[CH:46]=[CH:45][C:44]([CH3:47])=[CH:43][CH:42]=1)[CH:21]([CH3:23])[CH3:22])[C:2]1[CH:7]=[CH:6][CH:5]=[CH:4][CH:3]=1.O.NN. The catalyst is CCO. The product is [NH2:30][CH2:29][C:27]1[N:26]=[C:25]([C:41]2[CH:46]=[CH:45][C:44]([CH3:47])=[CH:43][CH:42]=2)[N:24]([C@@H:20]([C:9]2[O:10][C:11]3[C:16]([C:17](=[O:18])[C:8]=2[CH2:1][C:2]2[CH:7]=[CH:6][CH:5]=[CH:4][CH:3]=2)=[CH:15][CH:14]=[C:13]([Cl:19])[CH:12]=3)[CH:21]([CH3:23])[CH3:22])[CH:28]=1. The yield is 0.910. (3) The reactants are [CH3:1][C:2]1[N:7]=[C:6]([OH:8])[C:5]([CH2:9][C:10]#[CH:11])=[C:4]([OH:12])[N:3]=1.OS(O)(=O)=O. No catalyst specified. The product is [CH3:1][C:2]1[NH:7][C:6](=[O:8])[C:5]2[CH:9]=[C:10]([CH3:11])[O:12][C:4]=2[N:3]=1. The yield is 0.830. (4) The reactants are [N+]([O-])(O)=O.[N+]([O-])(O)=O.[CH3:9][O:10][C:11]1[CH:12]=[C:13]([NH:23][C:24]([NH2:26])=[NH:25])[CH:14]=[CH:15][C:16]=1[N:17]1[CH:21]=[C:20]([CH3:22])[N:19]=[CH:18]1.CN(C)[CH:29]=[CH:30][C:31](=O)[C:32]([O:34][CH2:35][CH3:36])=[O:33].C(=O)([O-])[O-].[K+].[K+]. The catalyst is C(O)C.C(OCC)(=O)C. The product is [CH3:9][O:10][C:11]1[CH:12]=[C:13]([NH:23][C:24]2[N:26]=[C:31]([C:32]([O:34][CH2:35][CH3:36])=[O:33])[CH:30]=[CH:29][N:25]=2)[CH:14]=[CH:15][C:16]=1[N:17]1[CH:21]=[C:20]([CH3:22])[N:19]=[CH:18]1. The yield is 0.340. (5) The reactants are [CH2:1]([O:3][C:4]1[CH:5]=[C:6]([C:20]2[CH:25]=[CH:24][C:23]([CH2:26][C:27]([NH:29][C:30]3[CH:35]=[C:34]([C:36]([F:39])([F:38])[F:37])[CH:33]=[C:32]([O:40][CH2:41][CH2:42][N:43]4[CH2:48][CH2:47][O:46][CH2:45][CH2:44]4)[CH:31]=3)=[O:28])=[C:22]([F:49])[CH:21]=2)[CH:7]=[N:8][C:9]=1[O:10]CC1C=CC(OC)=CC=1)[CH3:2]. The catalyst is C(O)(C(F)(F)F)=O. The product is [CH2:1]([O:3][C:4]1[C:9](=[O:10])[NH:8][CH:7]=[C:6]([C:20]2[CH:25]=[CH:24][C:23]([CH2:26][C:27]([NH:29][C:30]3[CH:35]=[C:34]([C:36]([F:38])([F:39])[F:37])[CH:33]=[C:32]([O:40][CH2:41][CH2:42][N:43]4[CH2:44][CH2:45][O:46][CH2:47][CH2:48]4)[CH:31]=3)=[O:28])=[C:22]([F:49])[CH:21]=2)[CH:5]=1)[CH3:2]. The yield is 0.517. (6) The reactants are FC(F)(F)C(O)=O.[S:8]1[C:12]2[CH:13]=[CH:14][CH:15]=[CH:16][C:11]=2[CH:10]=[CH:9]1.C([SiH](CC)CC)C. No catalyst specified. The product is [S:8]1[CH2:9][CH2:10][C:11]2[CH:16]=[CH:15][CH:14]=[CH:13][C:12]1=2. The yield is 0.410. (7) The reactants are [CH2:1]([N:8](CC)[C@@H:9]1[C@@H:17]2[C@@H:12]([O:13][CH2:14][CH2:15][C@@H:16]2[OH:18])[O:11][CH2:10]1)[C:2]1C=CC=CC=1.[CH3:33][C:32]([O:31][C:29](O[C:29]([O:31][C:32]([CH3:35])([CH3:34])[CH3:33])=[O:30])=[O:30])([CH3:35])[CH3:34]. The catalyst is C(OCC)(=O)C.[Pd]. The product is [CH2:1]([N:8]([C@@H:9]1[C@@H:17]2[C@@H:12]([O:13][CH2:14][CH2:15][C@@H:16]2[OH:18])[O:11][CH2:10]1)[C:29](=[O:30])[O:31][C:32]([CH3:33])([CH3:34])[CH3:35])[CH3:2]. The yield is 0.810. (8) The catalyst is ClCCl. The reactants are [NH2:1][C@@H:2]([CH2:7][CH2:8][S:9][CH3:10])[C:3]([O:5][CH3:6])=[O:4].[C:11]([NH:18][CH2:19][C:20](O)=[O:21])([O:13][C:14]([CH3:17])([CH3:16])[CH3:15])=[O:12].C(N=C=NC(C)C)(C)C.C(N(C(C)C)CC)(C)C. The yield is 0.710. The product is [CH3:15][C:14]([CH3:17])([CH3:16])[O:13][C:11](=[O:12])[NH:18][CH2:19][C:20](=[O:21])[NH:1][C@H:2]([C:3]([O:5][CH3:6])=[O:4])[CH2:7][CH2:8][S:9][CH3:10]. (9) The reactants are [OH:1][C:2]1[CH2:3][CH:4]([C:17]([OH:19])=O)[CH2:5][C:6](=[O:16])[C:7]=1[N:8]=[N:9][C:10]1[CH:15]=[CH:14][CH:13]=[CH:12][CH:11]=1.F[B-](F)(F)F.N1(O[C:35](N(C)C)=[N+:36](C)[CH3:37])C2C=CC=CC=2N=N1.CNC.O1CCCC1.Cl. The catalyst is ClCCl. The product is [CH3:35][N:36]([CH3:37])[C:17]([CH:4]1[CH2:5][C:6](=[O:16])[C:7]([N:8]=[N:9][C:10]2[CH:15]=[CH:14][CH:13]=[CH:12][CH:11]=2)=[C:2]([OH:1])[CH2:3]1)=[O:19]. The yield is 0.410. (10) The reactants are C([O:8][C:9]1[CH:40]=[CH:39][C:12]2[NH:13][C:14]([C:19]3[C:20](=[O:38])[C:21]([CH2:34][CH2:35][CH2:36][CH3:37])([CH2:30][CH2:31][CH2:32][CH3:33])[C:22]4[C:27]([C:28]=3[OH:29])=[CH:26][CH:25]=[CH:24][CH:23]=4)=[N:15][S:16](=[O:18])(=[O:17])[C:11]=2[CH:10]=1)C1C=CC=CC=1.C(OC1C=CC2NC(C3C(=O)C(CCC)(CCC)C4C(C=3O)=CC=CC=4)=NS(=O)(=O)C=2C=1)C1C=CC=CC=1. No catalyst specified. The product is [CH2:30]([C:21]1([CH2:34][CH2:35][CH2:36][CH3:37])[C:22]2[C:27](=[CH:26][CH:25]=[CH:24][CH:23]=2)[C:28]([OH:29])=[C:19]([C:14]2[NH:13][C:12]3[CH:39]=[CH:40][C:9]([OH:8])=[CH:10][C:11]=3[S:16](=[O:18])(=[O:17])[N:15]=2)[C:20]1=[O:38])[CH2:31][CH2:32][CH3:33]. The yield is 1.00.